Dataset: Reaction yield outcomes from USPTO patents with 853,638 reactions. Task: Predict the reaction yield, written as a fraction of the theoretical maximum amount of product (1.0 means a 100% yield; for example, 0.34 means a 34% yield). (1) The reactants are [C:1]([O:7][CH2:8][CH2:9][O:10][CH3:11])(=[O:6])[CH2:2][C:3]([CH3:5])=O.[Br:12][C:13]1[CH:14]=[C:15]([CH:18]=[CH:19][CH:20]=1)[CH:16]=O.[NH4+:21].[OH-:22]. The catalyst is CCO.C(Cl)Cl. The product is [Br:12][C:13]1[CH:14]=[C:15]([CH:16]2[C:2]([C:1]([O:7][CH2:8][CH2:9][O:10][CH3:11])=[O:6])=[C:3]([CH3:5])[NH:21][C:3]([CH3:5])=[C:2]2[C:1]([O:7][CH2:8][CH2:9][O:10][CH3:11])=[O:22])[CH:18]=[CH:19][CH:20]=1. The yield is 0.760. (2) The reactants are [CH3:1][C@H:2]1[CH2:7][NH:6][C@H:5]([CH3:8])[CH2:4][NH:3]1.CS(O)(=O)=O.C([O-])(=O)C.[K+].Cl[C:20]([O:22][CH2:23][CH3:24])=[O:21]. The catalyst is O.O1CCCC1.C(O)C. The product is [CH3:1][C@H:2]1[CH2:7][NH:6][C@H:5]([CH3:8])[CH2:4][N:3]1[C:20]([O:22][CH2:23][CH3:24])=[O:21]. The yield is 0.740. (3) The reactants are [CH3:1]I.[CH2:3]([O:5][C:6](=[O:22])[C:7](=[C:13]([SH:21])[NH:14][C:15]1[CH:20]=[CH:19][CH:18]=[CH:17][CH:16]=1)[C:8]([O:10][CH2:11][CH3:12])=[O:9])[CH3:4].[Na]. The catalyst is CN(C=O)C. The product is [CH2:11]([O:10][C:8](=[O:9])[C:7](=[C:13]([S:21][CH3:1])[NH:14][C:15]1[CH:16]=[CH:17][CH:18]=[CH:19][CH:20]=1)[C:6]([O:5][CH2:3][CH3:4])=[O:22])[CH3:12]. The yield is 0.840. (4) The reactants are FC(F)(F)C(O)=O.[C:8]1(=[C:14]([C:31]2[CH:36]=[CH:35][C:34]([OH:37])=[CH:33][CH:32]=2)[C:15]2[CH:20]=[CH:19][C:18](/[CH:21]=[CH:22]/[C:23]([O:25]C(C)(C)C)=[O:24])=[C:17]([CH3:30])[CH:16]=2)[CH2:13][CH2:12][CH2:11][CH2:10][CH2:9]1. The catalyst is C(Cl)Cl. The product is [C:8]1(=[C:14]([C:31]2[CH:36]=[CH:35][C:34]([OH:37])=[CH:33][CH:32]=2)[C:15]2[CH:20]=[CH:19][C:18](/[CH:21]=[CH:22]/[C:23]([OH:25])=[O:24])=[C:17]([CH3:30])[CH:16]=2)[CH2:13][CH2:12][CH2:11][CH2:10][CH2:9]1. The yield is 0.760. (5) The catalyst is C1COCC1. The yield is 0.810. The reactants are [C:1]([C:5]1[CH:9]=[C:8]([NH:10][C:11]([NH:13][C@@H:14]2[C:23]3[C:18](=[CH:19][CH:20]=[CH:21][CH:22]=3)[C@H:17]([O:24][C:25]3[CH:26]=[CH:27][C:28]4[N:29]([C:31]([N:34]5[CH2:39][CH2:38][CH2:37][CH2:36][C@@H:35]5[CH3:40])=[N:32][N:33]=4)[CH:30]=3)[CH2:16][CH2:15]2)=[O:12])[N:7]([C:41]2[C:42]([CH2:53][O:54][Si:55]([CH:62]([CH3:64])[CH3:63])([CH:59]([CH3:61])[CH3:60])[CH:56]([CH3:58])[CH3:57])=[N:43][N:44]([CH2:46][CH2:47]OS(C)(=O)=O)[CH:45]=2)[N:6]=1)([CH3:4])([CH3:3])[CH3:2].[CH3:65][NH:66][CH3:67]. The product is [C:1]([C:5]1[CH:9]=[C:8]([NH:10][C:11]([NH:13][C@@H:14]2[C:23]3[C:18](=[CH:19][CH:20]=[CH:21][CH:22]=3)[C@H:17]([O:24][C:25]3[CH:26]=[CH:27][C:28]4[N:29]([C:31]([N:34]5[CH2:39][CH2:38][CH2:37][CH2:36][C@@H:35]5[CH3:40])=[N:32][N:33]=4)[CH:30]=3)[CH2:16][CH2:15]2)=[O:12])[N:7]([C:41]2[C:42]([CH2:53][O:54][Si:55]([CH:56]([CH3:57])[CH3:58])([CH:62]([CH3:63])[CH3:64])[CH:59]([CH3:60])[CH3:61])=[N:43][N:44]([CH2:46][CH2:47][N:66]([CH3:67])[CH3:65])[CH:45]=2)[N:6]=1)([CH3:3])([CH3:4])[CH3:2]. (6) The reactants are [C:1]([C:4]1[CH:9]=[N:8][N:7]2[CH:10]=[C:11]([C:13]#[CH:14])[CH:12]=[C:6]2[C:5]=1[NH:15][C@H:16]1[C@@H:20]([CH2:21][CH3:22])[CH2:19][N:18]([C:23]([O:25][C:26]([CH3:29])([CH3:28])[CH3:27])=[O:24])[CH2:17]1)(=[O:3])[NH2:2].C(N(CC)CC)C.[OH:37]/[N:38]=[C:39](\Cl)/[CH3:40]. The catalyst is ClCCl. The product is [C:1]([C:4]1[CH:9]=[N:8][N:7]2[CH:10]=[C:11]([C:13]3[O:37][N:38]=[C:39]([CH3:40])[CH:14]=3)[CH:12]=[C:6]2[C:5]=1[NH:15][C@H:16]1[C@@H:20]([CH2:21][CH3:22])[CH2:19][N:18]([C:23]([O:25][C:26]([CH3:28])([CH3:27])[CH3:29])=[O:24])[CH2:17]1)(=[O:3])[NH2:2]. The yield is 0.604. (7) The reactants are Cl.[F:2][CH:3]1[CH2:8][CH2:7][CH2:6][NH:5][CH2:4]1.[C:9]([C:11]1[C:20]2[C:15](=[CH:16][CH:17]=[CH:18][CH:19]=2)[C:14](F)=[CH:13][CH:12]=1)#[N:10].C1CCN2C(=NCCC2)CC1. The catalyst is [OH-].[Na+]. The product is [F:2][CH:3]1[CH2:8][CH2:7][CH2:6][N:5]([C:14]2[C:15]3[C:20](=[CH:19][CH:18]=[CH:17][CH:16]=3)[C:11]([C:9]#[N:10])=[CH:12][CH:13]=2)[CH2:4]1. The yield is 0.120. (8) The reactants are Cl.[CH3:2][N:3]([CH3:22])[CH:4]1[CH2:9][CH2:8][N:7]([C:10](=[O:21])[CH2:11][CH2:12][C:13]2[N:14]([CH2:18][CH2:19][OH:20])[CH:15]=[CH:16][N:17]=2)[CH2:6][CH2:5]1.[Cl:23]CCl. The catalyst is C(OCC)C. The product is [ClH:23].[CH3:22][N:3]([CH3:2])[CH:4]1[CH2:9][CH2:8][N:7]([C:10](=[O:21])[CH2:11][CH2:12][C:13]2[N:14]([CH2:18][CH2:19][OH:20])[CH:15]=[CH:16][N:17]=2)[CH2:6][CH2:5]1. The yield is 0.920. (9) The reactants are [CH:1]1[C:13]2[C:12](=[CH:14][C:15]([NH:17][CH2:18][CH2:19][CH2:20][CH2:21][CH2:22][C:23](O)=[O:24])=[O:16])[C:11]3[C:6](=[CH:7][CH:8]=[CH:9][CH:10]=3)[C:5]=2[CH:4]=[CH:3][CH:2]=1.Cl.C(N=C=NCCCN(C)C)C.OC1C2N=NNC=2C=CC=1.C(N(CC)CC)C.[Cl:55][C:56]1[CH:61]=[CH:60][C:59]([NH2:62])=[C:58]([NH2:63])[CH:57]=1. The catalyst is [Cl-].[Na+].O.CN(C=O)C. The product is [CH:10]1[C:11]2[C:12](=[CH:14][C:15]([NH:17][CH2:18][CH2:19][CH2:20][CH2:21][CH2:22][C:23]([NH:62][C:59]3[CH:60]=[CH:61][C:56]([Cl:55])=[CH:57][C:58]=3[NH2:63])=[O:24])=[O:16])[C:13]3[C:5](=[CH:4][CH:3]=[CH:2][CH:1]=3)[C:6]=2[CH:7]=[CH:8][CH:9]=1. The yield is 0.770.